Dataset: NCI-60 drug combinations with 297,098 pairs across 59 cell lines. Task: Regression. Given two drug SMILES strings and cell line genomic features, predict the synergy score measuring deviation from expected non-interaction effect. (1) Synergy scores: CSS=-3.09, Synergy_ZIP=3.10, Synergy_Bliss=3.94, Synergy_Loewe=-2.13, Synergy_HSA=-0.977. Cell line: SNB-19. Drug 1: CCCCCOC(=O)NC1=NC(=O)N(C=C1F)C2C(C(C(O2)C)O)O. Drug 2: CN(C(=O)NC(C=O)C(C(C(CO)O)O)O)N=O. (2) Drug 1: C1=CC(=CC=C1CCCC(=O)O)N(CCCl)CCCl. Drug 2: C1=NC2=C(N=C(N=C2N1C3C(C(C(O3)CO)O)F)Cl)N. Cell line: MDA-MB-435. Synergy scores: CSS=6.53, Synergy_ZIP=-10.6, Synergy_Bliss=-8.61, Synergy_Loewe=-26.3, Synergy_HSA=-7.99. (3) Drug 1: CC1=C2C(C(=O)C3(C(CC4C(C3C(C(C2(C)C)(CC1OC(=O)C(C(C5=CC=CC=C5)NC(=O)OC(C)(C)C)O)O)OC(=O)C6=CC=CC=C6)(CO4)OC(=O)C)OC)C)OC. Drug 2: B(C(CC(C)C)NC(=O)C(CC1=CC=CC=C1)NC(=O)C2=NC=CN=C2)(O)O. Cell line: NCI/ADR-RES. Synergy scores: CSS=11.7, Synergy_ZIP=-1.24, Synergy_Bliss=4.28, Synergy_Loewe=3.71, Synergy_HSA=3.46. (4) Drug 1: CN1C2=C(C=C(C=C2)N(CCCl)CCCl)N=C1CCCC(=O)O.Cl. Drug 2: CC12CCC3C(C1CCC2OP(=O)(O)O)CCC4=C3C=CC(=C4)OC(=O)N(CCCl)CCCl.[Na+]. Cell line: HCC-2998. Synergy scores: CSS=3.84, Synergy_ZIP=11.3, Synergy_Bliss=20.3, Synergy_Loewe=5.60, Synergy_HSA=6.67. (5) Drug 1: CS(=O)(=O)CCNCC1=CC=C(O1)C2=CC3=C(C=C2)N=CN=C3NC4=CC(=C(C=C4)OCC5=CC(=CC=C5)F)Cl. Drug 2: CCN(CC)CCNC(=O)C1=C(NC(=C1C)C=C2C3=C(C=CC(=C3)F)NC2=O)C. Cell line: LOX IMVI. Synergy scores: CSS=1.61, Synergy_ZIP=-0.882, Synergy_Bliss=-0.325, Synergy_Loewe=-23.0, Synergy_HSA=-2.24. (6) Drug 1: CNC(=O)C1=CC=CC=C1SC2=CC3=C(C=C2)C(=NN3)C=CC4=CC=CC=N4. Drug 2: CC1=C(C(=O)C2=C(C1=O)N3CC4C(C3(C2COC(=O)N)OC)N4)N. Cell line: K-562. Synergy scores: CSS=46.8, Synergy_ZIP=-6.77, Synergy_Bliss=-7.57, Synergy_Loewe=-15.6, Synergy_HSA=-6.15.